Dataset: Forward reaction prediction with 1.9M reactions from USPTO patents (1976-2016). Task: Predict the product of the given reaction. (1) Given the reactants [Br:1][C:2]1[CH:3]=[C:4]([NH2:9])[C:5]([Cl:8])=[N:6][CH:7]=1.[CH3:10][S:11](Cl)(=[O:13])=[O:12].Cl, predict the reaction product. The product is: [Br:1][C:2]1[CH:3]=[C:4]([NH:9][S:11]([CH3:10])(=[O:13])=[O:12])[C:5]([Cl:8])=[N:6][CH:7]=1. (2) Given the reactants [CH2:1]([CH:3]([CH2:20][CH3:21])[CH:4]([NH2:19])[C:5]1[N:9]([CH2:10][C:11]2[CH:16]=[CH:15][C:14]([O:17][CH3:18])=[CH:13][CH:12]=2)[N:8]=[CH:7][CH:6]=1)[CH3:2].[Cl:22][C:23]1[CH:28]=[CH:27][C:26]([S:29](Cl)(=[O:31])=[O:30])=[CH:25][CH:24]=1.S(Cl)(Cl)(=O)=O, predict the reaction product. The product is: [Cl:22][C:23]1[CH:28]=[CH:27][C:26]([S:29]([NH:19][CH:4]([C:5]2[N:9]([CH2:10][C:11]3[CH:12]=[CH:13][C:14]([O:17][CH3:18])=[CH:15][CH:16]=3)[N:8]=[CH:7][CH:6]=2)[CH:3]([CH2:1][CH3:2])[CH2:20][CH3:21])(=[O:31])=[O:30])=[CH:25][CH:24]=1. (3) Given the reactants [O:1]1[C:6]2[CH:7]=[CH:8][CH:9]=[CH:10][C:5]=2[O:4][CH2:3][C@@H:2]1[C:11]([OH:13])=O.S(Cl)(Cl)=O.Cl.[O:19]1[C:23]2[CH:24]=[CH:25][C:26]([CH:28]3[CH2:33][CH2:32][CH2:31][NH:30][CH2:29]3)=[CH:27][C:22]=2[O:21][CH2:20]1.CCN(C(C)C)C(C)C, predict the reaction product. The product is: [O:19]1[C:23]2[CH:24]=[CH:25][C:26]([CH:28]3[CH2:33][CH2:32][CH2:31][N:30]([C:11]([C@@H:2]4[O:1][C:6]5[CH:7]=[CH:8][CH:9]=[CH:10][C:5]=5[O:4][CH2:3]4)=[O:13])[CH2:29]3)=[CH:27][C:22]=2[O:21][CH2:20]1. (4) Given the reactants [CH2:1]([NH:4][CH2:5][CH2:6][OH:7])[CH2:2][CH3:3].[I-].[K+].Cl[CH2:11][CH2:12][CH2:13][O:14][C:15]1[CH:24]=[C:23]2[C:18]([C:19]([NH:25][C:26]3[CH:30]=[C:29]([CH2:31][C:32]([NH:34][C:35]4[CH:40]=[CH:39][CH:38]=[C:37]([F:41])[C:36]=4[F:42])=[O:33])[NH:28][N:27]=3)=[N:20][CH:21]=[N:22]2)=[CH:17][C:16]=1[O:43][CH3:44], predict the reaction product. The product is: [F:42][C:36]1[C:37]([F:41])=[CH:38][CH:39]=[CH:40][C:35]=1[NH:34][C:32](=[O:33])[CH2:31][C:29]1[NH:28][N:27]=[C:26]([NH:25][C:19]2[C:18]3[C:23](=[CH:24][C:15]([O:14][CH2:13][CH2:12][CH2:11][N:4]([CH2:5][CH2:6][OH:7])[CH2:1][CH2:2][CH3:3])=[C:16]([O:43][CH3:44])[CH:17]=3)[N:22]=[CH:21][N:20]=2)[CH:30]=1. (5) The product is: [F:6][C:7]1[CH:24]=[C:23]([F:25])[CH:22]=[CH:21][C:8]=1[NH:9][C:10]1[C:11]([C:18]([NH:1][O:2][CH2:3][CH2:4][OH:5])=[O:19])=[CH:12][N:13]([CH3:17])[C:14](=[O:16])[CH:15]=1. Given the reactants [NH2:1][O:2][CH2:3][CH2:4][OH:5].[F:6][C:7]1[CH:24]=[C:23]([F:25])[CH:22]=[CH:21][C:8]=1[NH:9][C:10]1[C:11]([C:18](O)=[O:19])=[CH:12][N:13]([CH3:17])[C:14](=[O:16])[CH:15]=1.C1COCC1.C[N+]1(C2N=C(OC)N=C(OC)N=2)CCOCC1.[Cl-], predict the reaction product. (6) Given the reactants [CH2:1]([O:8][C:9](=[O:23])[C@@H:10]([NH:15][C:16]([O:18][C:19]([CH3:22])([CH3:21])[CH3:20])=[O:17])[CH2:11][C:12]([OH:14])=O)[C:2]1[CH:7]=[CH:6][CH:5]=[CH:4][CH:3]=1.C(N(C(C)C)CC)(C)C.F[B-](F)(F)F.N1(OC(N(C)C)=[N+](C)C)C2C=CC=CC=2N=N1.Cl.[Cl:56][C:57]1[CH:67]=[CH:66][C:60]([O:61][CH:62]2[CH2:65][NH:64][CH2:63]2)=[CH:59][CH:58]=1, predict the reaction product. The product is: [CH2:1]([O:8][C:9](=[O:23])[C@@H:10]([NH:15][C:16]([O:18][C:19]([CH3:22])([CH3:21])[CH3:20])=[O:17])[CH2:11][C:12]([N:64]1[CH2:65][CH:62]([O:61][C:60]2[CH:59]=[CH:58][C:57]([Cl:56])=[CH:67][CH:66]=2)[CH2:63]1)=[O:14])[C:2]1[CH:3]=[CH:4][CH:5]=[CH:6][CH:7]=1. (7) The product is: [Cl:39][C:36]1[CH:37]=[CH:38][C:33]([C@@:13]23[O:32][C@@:10]([CH:50]([OH:54])[C:51]#[C:52][CH3:53])([CH2:11][O:12]2)[C@@H:9]([OH:8])[C@H:15]([OH:16])[C@H:14]3[OH:24])=[CH:34][C:35]=1[CH2:40][C:41]1[CH:42]=[CH:43][C:44]([O:47][CH2:48][CH3:49])=[CH:45][CH:46]=1. Given the reactants C([O:8][C@H:9]1[C@H:15]([O:16]CC2C=CC=CC=2)[C@@H:14]([O:24]CC2C=CC=CC=2)[C@:13]2([C:33]3[CH:38]=[CH:37][C:36]([Cl:39])=[C:35]([CH2:40][C:41]4[CH:46]=[CH:45][C:44]([O:47][CH2:48][CH3:49])=[CH:43][CH:42]=4)[CH:34]=3)[O:32][C@@:10]1([CH:50]([OH:54])[C:51]#[C:52][CH3:53])[CH2:11][O:12]2)C1C=CC=CC=1.B(Cl)(Cl)Cl, predict the reaction product.